From a dataset of Reaction yield outcomes from USPTO patents with 853,638 reactions. Predict the reaction yield, written as a fraction of the theoretical maximum amount of product (1.0 means a 100% yield; for example, 0.34 means a 34% yield). The reactants are [CH:1]([NH:4][C:5]1[C:6]([NH2:12])=[CH:7][CH:8]=[C:9]([CH3:11])[CH:10]=1)([CH3:3])[CH3:2].C1(N=C=NC2CCCCC2)CCCCC1.Br[CH2:29][C:30](O)=[O:31].C(=O)([O-])[O-].[K+].[K+]. The catalyst is ClCCl. The product is [CH:1]([N:4]1[C:5]2[C:6](=[CH:7][CH:8]=[C:9]([CH3:11])[CH:10]=2)[NH:12][C:30](=[O:31])[CH2:29]1)([CH3:3])[CH3:2]. The yield is 0.0700.